Dataset: NCI-60 drug combinations with 297,098 pairs across 59 cell lines. Task: Regression. Given two drug SMILES strings and cell line genomic features, predict the synergy score measuring deviation from expected non-interaction effect. Drug 1: C1CCC(CC1)NC(=O)N(CCCl)N=O. Drug 2: CC1=C(C(CCC1)(C)C)C=CC(=CC=CC(=CC(=O)O)C)C. Cell line: HOP-62. Synergy scores: CSS=7.60, Synergy_ZIP=0.0498, Synergy_Bliss=3.97, Synergy_Loewe=-0.589, Synergy_HSA=0.347.